Dataset: Reaction yield outcomes from USPTO patents with 853,638 reactions. Task: Predict the reaction yield, written as a fraction of the theoretical maximum amount of product (1.0 means a 100% yield; for example, 0.34 means a 34% yield). (1) The reactants are [C:1]([C:5]1[CH:10]=[CH:9][C:8]([CH:11]([NH:22][C:23]2[CH:31]=[CH:30][C:26]([C:27]([OH:29])=[O:28])=[CH:25][CH:24]=2)[C:12](=[O:21])[NH:13][C:14]2[CH:19]=[CH:18][C:17](I)=[CH:16][CH:15]=2)=[CH:7][CH:6]=1)([CH3:4])([CH3:3])[CH3:2].C(O)C.C([O-])([O-])=O.[Na+].[Na+].[O:41]1[C:45](B(O)O)=[CH:44][C:43]2[CH:49]=[CH:50][CH:51]=[CH:52][C:42]1=2. The catalyst is COCCOC.O. The product is [O:41]1[C:42]2=[CH:52][CH:51]=[CH:50][C:49]2=[CH:43][CH:44]=[C:45]1[N:13]([C:14]1[CH:15]=[CH:16][CH:17]=[CH:18][CH:19]=1)[C:12]([CH:11]([NH:22][C:23]1[CH:31]=[CH:30][C:26]([C:27]([OH:29])=[O:28])=[CH:25][CH:24]=1)[C:8]1[CH:7]=[CH:6][C:5]([C:1]([CH3:4])([CH3:2])[CH3:3])=[CH:10][CH:9]=1)=[O:21]. The yield is 1.00. (2) The reactants are [F:1][C:2]1[CH:9]=[CH:8][C:5]([CH2:6][NH2:7])=[CH:4][CH:3]=1.ClC(Cl)(O[C:14](=[O:20])OC(Cl)(Cl)Cl)Cl.[N-:22]=[C:23]=O.[CH3:25][N:26]([CH:28]=[O:29])C. The product is [F:1][C:2]1[CH:9]=[CH:8][C:5]([CH2:6][NH:7][C:28]([NH:26][C:25]2[C:23]3[NH:22][C:14](=[O:20])[NH:7][C:6]=3[CH:5]=[CH:4][CH:3]=2)=[O:29])=[CH:4][CH:3]=1. The catalyst is CCOC(C)=O. The yield is 0.230.